Dataset: Reaction yield outcomes from USPTO patents with 853,638 reactions. Task: Predict the reaction yield, written as a fraction of the theoretical maximum amount of product (1.0 means a 100% yield; for example, 0.34 means a 34% yield). (1) The reactants are [CH3:1][C:2](=[CH:4][CH2:5][CH2:6][C@H:7]([CH3:13])CCCCC)[CH3:3].C[C:15]([CH3:17])=[O:16].[OH:18]S(O)(=O)=O.O=[Cr](=O)=O.O.[O-]S([O-])(=O)=O.[Na+].[Na+]. The catalyst is CC(C)=O.C(Cl)Cl.CCOCC. The product is [CH3:1][C@H:2]([CH2:4][CH2:5][CH2:6][CH2:7][CH3:13])[CH2:3][CH2:17][C:15]([OH:18])=[O:16]. The yield is 0.540. (2) The reactants are [CH:1]([N:4]1[C:8]([C:9]2[S:10][C:11]3[CH2:12][CH2:13][O:14][C:15]4[CH:22]=[CH:21][C:20]([C:23]5[C:24](=[O:29])[NH:25][CH:26]=[CH:27][CH:28]=5)=[CH:19][C:16]=4[C:17]=3[N:18]=2)=[N:7][CH:6]=[N:5]1)([CH3:3])[CH3:2].Br[CH2:31][CH2:32][O:33][CH3:34].[F-].[Cs+]. The catalyst is CN(C=O)C. The product is [CH:1]([N:4]1[C:8]([C:9]2[S:10][C:11]3[CH2:12][CH2:13][O:14][C:15]4[CH:22]=[CH:21][C:20]([C:23]5[C:24](=[O:29])[N:25]([CH2:31][CH2:32][O:33][CH3:34])[CH:26]=[CH:27][CH:28]=5)=[CH:19][C:16]=4[C:17]=3[N:18]=2)=[N:7][CH:6]=[N:5]1)([CH3:3])[CH3:2]. The yield is 0.240. (3) The reactants are Cl[C:2]1[CH:3]=[CH:4][C:5]2[N:6]([C:8]([CH2:11][NH:12][C:13](=[O:19])[O:14][C:15]([CH3:18])([CH3:17])[CH3:16])=[N:9][N:10]=2)[N:7]=1.[CH3:20][CH:21]([CH3:26])[CH:22]([OH:25])[C:23]#[CH:24].C(N(CC)CC)C. The catalyst is CC#N.C(Cl)Cl.C1C=CC(P(C2C=CC=CC=2)[C-]2C=CC=C2)=CC=1.C1C=CC(P(C2C=CC=CC=2)[C-]2C=CC=C2)=CC=1.Cl[Pd]Cl.[Fe+2].C(Cl)Cl.[Cu]I. The product is [OH:25][CH:22]([CH:21]([CH3:26])[CH3:20])[C:23]#[C:24][C:2]1[CH:3]=[CH:4][C:5]2[N:6]([C:8]([CH2:11][NH:12][C:13](=[O:19])[O:14][C:15]([CH3:18])([CH3:17])[CH3:16])=[N:9][N:10]=2)[N:7]=1. The yield is 0.750. (4) The reactants are Br[C:2]1[N:7]=[C:6]([C:8]([OH:10])=[O:9])[CH:5]=[CH:4][C:3]=1[F:11].[F:12][C:13]1[CH:18]=[CH:17][C:16]([O:19][CH3:20])=[CH:15][C:14]=1B(O)O. The catalyst is C1C=CC(P(C2C=CC=CC=2)[C-]2C=CC=C2)=CC=1.C1C=CC(P(C2C=CC=CC=2)[C-]2C=CC=C2)=CC=1.Cl[Pd]Cl.[Fe+2].C(Cl)Cl. The product is [F:11][C:3]1[CH:4]=[CH:5][C:6]([C:8]([OH:10])=[O:9])=[N:7][C:2]=1[C:14]1[CH:15]=[C:16]([O:19][CH3:20])[CH:17]=[CH:18][C:13]=1[F:12]. The yield is 0.860. (5) The reactants are [C:1]([O:5][C:6]([N:8]1[CH2:12][CH2:11][C:10]([CH2:16][CH:17]2[CH2:19][CH2:18]2)([C:13]([OH:15])=O)[CH2:9]1)=[O:7])([CH3:4])([CH3:3])[CH3:2].S(Cl)(Cl)=O.Cl.[F:25][C:26]([F:38])([F:37])[C:27]1[CH:28]=[N:29][C:30]2[CH2:31][CH2:32][NH:33][CH2:34][C:35]=2[CH:36]=1.C(N(CC)CC)C. The catalyst is C(Cl)Cl.CN(C=O)C. The product is [CH:17]1([CH2:16][C:10]2([C:13]([N:33]3[CH2:32][CH2:31][C:30]4[N:29]=[CH:28][C:27]([C:26]([F:25])([F:37])[F:38])=[CH:36][C:35]=4[CH2:34]3)=[O:15])[CH2:11][CH2:12][N:8]([C:6]([O:5][C:1]([CH3:2])([CH3:3])[CH3:4])=[O:7])[CH2:9]2)[CH2:19][CH2:18]1. The yield is 0.600. (6) The reactants are [F:1][C:2]([F:13])([F:12])[O:3][C:4]1[CH:5]=[C:6]([CH2:10][NH2:11])[CH:7]=[CH:8][CH:9]=1.[NH2:14][C:15]1[N:20]=[C:19]([C:21](O)=[O:22])[CH:18]=[CH:17][N:16]=1. No catalyst specified. The product is [NH2:14][C:15]1[N:20]=[C:19]([C:21]([NH:11][CH2:10][C:6]2[CH:7]=[CH:8][CH:9]=[C:4]([O:3][C:2]([F:12])([F:13])[F:1])[CH:5]=2)=[O:22])[CH:18]=[CH:17][N:16]=1. The yield is 0.370. (7) The reactants are [CH3:1][C:2]([OH:13])([CH3:12])[CH2:3][N:4]1[CH:8]=[CH:7][C:6]([N+:9]([O-:11])=[O:10])=[N:5]1.[H-].[Na+].[CH3:16]I. The catalyst is CN(C)C=O. The product is [CH3:16][O:13][C:2]([CH3:1])([CH3:12])[CH2:3][N:4]1[CH:8]=[CH:7][C:6]([N+:9]([O-:11])=[O:10])=[N:5]1. The yield is 0.880. (8) The product is [CH3:18][O:11][CH2:1][CH2:2][CH2:3][CH2:4][CH2:5][CH2:6][CH2:7][CH2:8][CH2:9][OH:10]. The yield is 0.219. The reactants are [CH2:1]([OH:11])[CH2:2][CH2:3][CH2:4][CH2:5][CH2:6][CH2:7][CH2:8][CH2:9][OH:10].[OH-].[Na+].S(OC)(O[CH3:18])(=O)=O. The catalyst is CS(C)=O.O. (9) The reactants are [CH2:1]([NH:4][C:5]([C:7]1[NH:8][C:9]2[C:14]([C:15]=1[C:16]1[CH:21]=[CH:20][CH:19]=[CH:18][CH:17]=1)=[CH:13][C:12]([NH2:22])=[CH:11][CH:10]=2)=[O:6])[CH2:2][CH3:3].[Br:23][C:24]1[CH:29]=[CH:28][C:27]([S:30](Cl)(=[O:32])=[O:31])=[CH:26][CH:25]=1. The yield is 0.350. The catalyst is CCCCCC.C(OCC)(=O)C. The product is [CH2:1]([NH:4][C:5]([C:7]1[NH:8][C:9]2[C:14]([C:15]=1[C:16]1[CH:21]=[CH:20][CH:19]=[CH:18][CH:17]=1)=[CH:13][C:12]([NH:22][S:30]([C:27]1[CH:28]=[CH:29][C:24]([Br:23])=[CH:25][CH:26]=1)(=[O:32])=[O:31])=[CH:11][CH:10]=2)=[O:6])[CH2:2][CH3:3].